Dataset: Forward reaction prediction with 1.9M reactions from USPTO patents (1976-2016). Task: Predict the product of the given reaction. (1) Given the reactants [C:1]12([C:11](Cl)=[O:12])[CH2:10][CH:5]3[CH2:6][CH:7]([CH2:9][CH:3]([CH2:4]3)[CH2:2]1)[CH2:8]2.[CH2:14]([Mg]I)[CH3:15], predict the reaction product. The product is: [OH:12][CH:11]([C:1]12[CH2:10][CH:5]3[CH2:6][CH:7]([CH2:9][CH:3]([CH2:4]3)[CH2:2]1)[CH2:8]2)[CH2:14][CH3:15]. (2) Given the reactants [C:1]([C:5]1[CH:17]=[CH:16][C:15]2[C:14]3[C:9](=[CH:10][C:11]([C:18]([CH3:21])([CH3:20])[CH3:19])=[CH:12][CH:13]=3)[CH2:8][C:7]=2[CH:6]=1)([CH3:4])([CH3:3])[CH3:2].[Li][CH2:23][CH2:24][CH2:25][CH3:26], predict the reaction product. The product is: [CH2:23]([C:24]1[CH:23]=[C:2]([C:1]([CH:8]2[C:7]3[CH:6]=[C:5]([C:1]([CH3:4])([CH3:3])[CH3:2])[CH:17]=[CH:16][C:15]=3[C:14]3[C:9]2=[CH:10][C:11]([C:18]([CH3:21])([CH3:20])[CH3:19])=[CH:12][CH:13]=3)([CH3:4])[CH3:3])[CH2:26][CH:25]=1)[CH2:24][CH2:25][CH3:26]. (3) Given the reactants [S:1]1[C:5]2[CH:6]=[CH:7][CH:8]=[CH:9][C:4]=2[N:3]=[C:2]1[CH2:10][C:11]([O:13][CH2:14][CH3:15])=[O:12].[F:16][C:17]1C=C[C:20]([CH:21]=O)=[C:19](O)[CH:18]=1.N1CCCCC1, predict the reaction product. The product is: [S:1]1[C:5]2[CH:6]=[CH:7][CH:8]=[CH:9][C:4]=2[N:3]=[C:2]1[C:10]1[C:11](=[O:12])[O:13][C:14]2[C:20]([CH:21]=1)=[CH:19][CH:18]=[C:17]([F:16])[CH:15]=2. (4) Given the reactants Cl.[CH:2]([CH:15]1[C:20](=[O:21])[CH2:19][CH2:18][NH:17][CH2:16]1)([C:9]1[CH:14]=[CH:13][CH:12]=[CH:11][CH:10]=1)[C:3]1[CH:8]=[CH:7][CH:6]=[CH:5][CH:4]=1.[C:22]([N:30]=[C:31]=[S:32])(=[O:29])[C:23]1[CH:28]=[CH:27][CH:26]=[CH:25][CH:24]=1.C(N(CC)CC)C, predict the reaction product. The product is: [CH:2]([CH:15]1[C:20](=[O:21])[CH2:19][CH2:18][N:17]([C:31]([NH:30][C:22](=[O:29])[C:23]2[CH:24]=[CH:25][CH:26]=[CH:27][CH:28]=2)=[S:32])[CH2:16]1)([C:9]1[CH:14]=[CH:13][CH:12]=[CH:11][CH:10]=1)[C:3]1[CH:4]=[CH:5][CH:6]=[CH:7][CH:8]=1. (5) Given the reactants Cl[C:2]1[N:3]=[C:4]([N:23]2[CH2:28][CH2:27][O:26][CH2:25][CH2:24]2)[C:5]2[N:11]=[C:10]([CH2:12][N:13]3[CH2:18][CH2:17][CH:16]([C:19]([OH:22])([CH3:21])[CH3:20])[CH2:15][CH2:14]3)[CH:9]=[CH:8][C:6]=2[N:7]=1.[CH3:29][N:30]([CH3:40])[C:31]1[NH:35][C:34]2[CH:36]=[CH:37][CH:38]=[CH:39][C:33]=2[N:32]=1, predict the reaction product. The product is: [CH3:29][N:30]([CH3:40])[C:31]1[N:32]([C:2]2[N:3]=[C:4]([N:23]3[CH2:28][CH2:27][O:26][CH2:25][CH2:24]3)[C:5]3[N:11]=[C:10]([CH2:12][N:13]4[CH2:18][CH2:17][CH:16]([C:19]([OH:22])([CH3:21])[CH3:20])[CH2:15][CH2:14]4)[CH:9]=[CH:8][C:6]=3[N:7]=2)[C:33]2[CH:39]=[CH:38][CH:37]=[CH:36][C:34]=2[N:35]=1. (6) Given the reactants [F:1][C:2]1[CH:7]=[CH:6][C:5]([C@H:8]([NH:24][C:25]2[C:34]3[C:29](=[C:30]([C:35]([NH2:37])=[O:36])[CH:31]=[CH:32][CH:33]=3)[N:28]=[C:27]([CH3:38])[N:26]=2)[CH2:9][N:10]([CH3:23])S(C2C=CC([N+]([O-])=O)=CC=2)(=O)=O)=[CH:4][CH:3]=1.C([O-])([O-])=O.[Cs+].[Cs+].C1(S)C=CC=CC=1, predict the reaction product. The product is: [F:1][C:2]1[CH:7]=[CH:6][C:5]([C@H:8]([NH:24][C:25]2[C:34]3[C:29](=[C:30]([C:35]([NH2:37])=[O:36])[CH:31]=[CH:32][CH:33]=3)[N:28]=[C:27]([CH3:38])[N:26]=2)[CH2:9][NH:10][CH3:23])=[CH:4][CH:3]=1.